From a dataset of Reaction yield outcomes from USPTO patents with 853,638 reactions. Predict the reaction yield, written as a fraction of the theoretical maximum amount of product (1.0 means a 100% yield; for example, 0.34 means a 34% yield). (1) The reactants are [Cl:1][C:2]1[CH:7]=[C:6]([Cl:8])[CH:5]=[CH:4][C:3]=1[N:9]1[C:14]2=[N:15][C:16]3[C:17](=[C:18]([CH:22]=[O:23])[CH:19]=[CH:20][CH:21]=3)[N:13]2[CH2:12][CH2:11][CH2:10]1.[CH2:24]([Mg]Br)[CH3:25]. The catalyst is O1CCCC1. The product is [Cl:1][C:2]1[CH:7]=[C:6]([Cl:8])[CH:5]=[CH:4][C:3]=1[N:9]1[C:14]2=[N:15][C:16]3[CH:21]=[CH:20][CH:19]=[C:18]([CH:22]([OH:23])[CH2:24][CH3:25])[C:17]=3[N:13]2[CH2:12][CH2:11][CH2:10]1. The yield is 0.900. (2) The reactants are [Cl:1][C:2]1[CH:3]=[C:4]([C:10]2([C:29]([F:32])([F:31])[F:30])[CH2:14][CH2:13][N:12]([C:15]3[S:16][C:17]([C:24]([O:26]CC)=[O:25])=[C:18]([C:20]([F:23])([F:22])[F:21])[N:19]=3)[CH2:11]2)[CH:5]=[C:6]([Cl:9])[C:7]=1[Cl:8].[OH-].[Na+].Cl. The catalyst is O1CCOCC1. The product is [Cl:9][C:6]1[CH:5]=[C:4]([C:10]2([C:29]([F:32])([F:30])[F:31])[CH2:14][CH2:13][N:12]([C:15]3[S:16][C:17]([C:24]([OH:26])=[O:25])=[C:18]([C:20]([F:23])([F:21])[F:22])[N:19]=3)[CH2:11]2)[CH:3]=[C:2]([Cl:1])[C:7]=1[Cl:8]. The yield is 0.990. (3) The reactants are [CH2:1]([N:3]([CH2:30][CH3:31])[CH2:4][CH2:5][NH:6][C:7]([C:9]1[C:17]2[CH2:16][CH2:15][CH2:14]/[C:13](=[C:18]3/[C:19](=[O:28])[NH:20][C:21]4[C:26]/3=[CH:25][C:24]([F:27])=[CH:23][CH:22]=4)/[C:12]=2[NH:11][C:10]=1[CH3:29])=[O:8])[CH3:2].C(#N)C.[C:35]([OH:38])(=[O:37])[CH3:36]. The catalyst is ClCCl. The product is [C:35]([OH:38])(=[O:37])[CH3:36].[CH2:30]([N:3]([CH2:1][CH3:2])[CH2:4][CH2:5][NH:6][C:7]([C:9]1[C:17]2[CH2:16][CH2:15][CH2:14]/[C:13](=[C:18]3/[C:19](=[O:28])[NH:20][C:21]4[C:26]/3=[CH:25][C:24]([F:27])=[CH:23][CH:22]=4)/[C:12]=2[NH:11][C:10]=1[CH3:29])=[O:8])[CH3:31]. The yield is 0.750. (4) The product is [Cl:1][C:2]1[CH:3]=[C:4]2[C:9](=[CH:10][CH:11]=1)[NH:8][C:7](=[O:12])[C:6]([CH2:13][NH:15][C:16]1[CH:23]=[CH:22][C:19]([C:20]#[N:21])=[CH:18][CH:17]=1)=[CH:5]2. The reactants are [Cl:1][C:2]1[CH:3]=[C:4]2[C:9](=[CH:10][CH:11]=1)[NH:8][C:7](=[O:12])[C:6]([CH:13]=O)=[CH:5]2.[NH2:15][C:16]1[CH:23]=[CH:22][C:19]([C:20]#[N:21])=[CH:18][CH:17]=1.CC(N(C)C)=O.C(O[BH-](OC(=O)C)OC(=O)C)(=O)C.[Na+]. The yield is 0.160. The catalyst is ClCCCl.